From a dataset of Forward reaction prediction with 1.9M reactions from USPTO patents (1976-2016). Predict the product of the given reaction. The product is: [ClH:43].[NH2:7][CH2:8][CH2:9][N:10]([CH:20]([C:24]1[N:25]([CH2:35][C:36]2[CH:41]=[CH:40][CH:39]=[CH:38][CH:37]=2)[C:26](=[O:34])[C:27]2[C:32]([CH3:33])=[N:31][S:30][C:28]=2[N:29]=1)[CH:21]([CH3:23])[CH3:22])[C:11](=[O:19])[C:12]1[CH:17]=[CH:16][C:15]([Br:18])=[CH:14][CH:13]=1. Given the reactants C(OC(=O)[NH:7][CH2:8][CH2:9][N:10]([CH:20]([C:24]1[N:25]([CH2:35][C:36]2[CH:41]=[CH:40][CH:39]=[CH:38][CH:37]=2)[C:26](=[O:34])[C:27]2[C:32]([CH3:33])=[N:31][S:30][C:28]=2[N:29]=1)[CH:21]([CH3:23])[CH3:22])[C:11](=[O:19])[C:12]1[CH:17]=[CH:16][C:15]([Br:18])=[CH:14][CH:13]=1)(C)(C)C.[ClH:43], predict the reaction product.